From a dataset of Catalyst prediction with 721,799 reactions and 888 catalyst types from USPTO. Predict which catalyst facilitates the given reaction. (1) Reactant: [I:1][C:2]1[N:7]=[N:6][C:5]([NH2:8])=[C:4]([O:9][CH3:10])[CH:3]=1.[H-].[Na+].[Cl:13][C:14]1[CH:15]=[C:16]([S:21](Cl)(=[O:23])=[O:22])[CH:17]=[C:18]([Cl:20])[CH:19]=1. Product: [Cl:20][C:18]1[CH:17]=[C:16]([S:21]([NH:8][C:5]2[N:6]=[N:7][C:2]([I:1])=[CH:3][C:4]=2[O:9][CH3:10])(=[O:22])=[O:23])[CH:15]=[C:14]([Cl:13])[CH:19]=1. The catalyst class is: 1. (2) Reactant: [H][H].[CH3:3][CH:4]1[CH2:13][CH:12]2[CH:7]([CH2:8][CH2:9][CH2:10][CH2:11]2)[NH:6][CH2:5]1.[ClH:14]. Product: [ClH:14].[CH3:3][CH:4]1[CH2:13][CH:12]2[CH:7]([CH2:8][CH2:9][CH2:10][CH2:11]2)[NH:6][CH2:5]1. The catalyst class is: 603. (3) Reactant: [NH2:1][C:2]1[CH:3]=[CH:4][C:5]2[N:6]([CH:8]=[C:9]([C:11]([O:13][CH2:14][CH3:15])=[O:12])[N:10]=2)[CH:7]=1.C(N(CC)CC)C.[CH3:23][N:24]([CH3:28])[C:25](Cl)=[O:26]. Product: [CH3:23][N:24]([CH3:28])[C:25](=[O:26])[NH:1][C:2]1[CH:3]=[CH:4][C:5]2[N:6]([CH:8]=[C:9]([C:11]([O:13][CH2:14][CH3:15])=[O:12])[N:10]=2)[CH:7]=1. The catalyst class is: 1. (4) Reactant: [Cl:1][C:2]1[CH:7]=[CH:6][C:5]([C:8]2([CH3:35])[C:12]([C:14]3[CH:19]=[CH:18][C:17]([Cl:20])=[CH:16][CH:15]=3)([CH3:13])[NH:11][C:10]([C:21]3[CH:26]=[CH:25][C:24]([C:27]([O:30][CH3:31])([CH3:29])[CH3:28])=[CH:23][C:22]=3[O:32][CH2:33][CH3:34])=[N:9]2)=[CH:4][CH:3]=1.[C:36](Cl)([Cl:38])=[O:37]. Product: [Cl:1][C:2]1[CH:7]=[CH:6][C:5]([C:8]2([CH3:35])[C:12]([C:14]3[CH:15]=[CH:16][C:17]([Cl:20])=[CH:18][CH:19]=3)([CH3:13])[N:11]([C:36]([Cl:38])=[O:37])[C:10]([C:21]3[CH:26]=[CH:25][C:24]([C:27]([O:30][CH3:31])([CH3:28])[CH3:29])=[CH:23][C:22]=3[O:32][CH2:33][CH3:34])=[N:9]2)=[CH:4][CH:3]=1. The catalyst class is: 66. (5) Reactant: C[O:2][C:3](=[O:20])[C:4]1[CH:9]=[CH:8][C:7](/[CH:10]=[CH:11]/[C:12]#[C:13][C:14]2[CH:19]=[CH:18][CH:17]=[CH:16][CH:15]=2)=[CH:6][CH:5]=1. Product: [C:14]1([C:13]#[C:12]/[CH:11]=[CH:10]/[C:7]2[CH:6]=[CH:5][C:4]([C:3]([OH:20])=[O:2])=[CH:9][CH:8]=2)[CH:15]=[CH:16][CH:17]=[CH:18][CH:19]=1. The catalyst class is: 16. (6) Reactant: [Br:1][C:2]1[C:3]([CH3:11])=[CH:4][C:5]([CH:8]=[N:9][OH:10])=[N:6][CH:7]=1.ClN1C(=O)CCC1=O.[Cl:20][C:21]1[CH:26]=[C:25]([C:27]([C:29]([F:32])([F:31])[F:30])=[CH2:28])[CH:24]=[C:23]([Cl:33])[CH:22]=1.C(N(CC)CC)C. Product: [Br:1][C:2]1[C:3]([CH3:11])=[CH:4][C:5]([C:8]2[CH2:28][C:27]([C:25]3[CH:24]=[C:23]([Cl:33])[CH:22]=[C:21]([Cl:20])[CH:26]=3)([C:29]([F:30])([F:32])[F:31])[O:10][N:9]=2)=[N:6][CH:7]=1. The catalyst class is: 9. (7) Reactant: [CH3:1][C:2]([C:4]1[CH:9]=[CH:8][C:7]([O:10][C:11]([F:14])([F:13])[F:12])=[CH:6][CH:5]=1)=[O:3].[S:15]1[CH:19]=[CH:18][CH:17]=[C:16]1[C:20](OCC)=[O:21].[H-].[Na+].Cl. Product: [S:15]1[CH:19]=[CH:18][CH:17]=[C:16]1[C:20](=[O:21])[CH2:1][C:2]([C:4]1[CH:5]=[CH:6][C:7]([O:10][C:11]([F:12])([F:13])[F:14])=[CH:8][CH:9]=1)=[O:3]. The catalyst class is: 6. (8) Reactant: [CH3:1][O:2][C:3]1[CH:8]=[C:7]([O:9][CH2:10][C:11]([F:14])([F:13])[F:12])[N:6]=[C:5](N)[N:4]=1.C(OCC)(=[O:18])C. Product: [CH3:1][O:2][C:3]1[CH:8]=[C:7]([O:9][CH2:10][C:11]([F:14])([F:13])[F:12])[N:6]=[C:5]([OH:18])[N:4]=1. The catalyst class is: 15.